Dataset: Tyrosyl-DNA phosphodiesterase HTS with 341,365 compounds. Task: Binary Classification. Given a drug SMILES string, predict its activity (active/inactive) in a high-throughput screening assay against a specified biological target. (1) The molecule is O=C(N1CC(CCC1)C)CCNC(=O)Cn1c(=O)c2c(nc1)cccc2. The result is 0 (inactive). (2) The drug is S=C1N(C(=O)/C(=C/NN2CCOCC2)C(=O)N1)CC=C. The result is 0 (inactive). (3) The drug is S(CCCCCCC(=O)Nc1scc(n1)c1ccccc1)C(=O)C(C)C. The result is 0 (inactive). (4) The compound is FC(F)(F)c1cc(C2NC(=O)N(C(=C2C(OC)=O)C)CC)ccc1. The result is 0 (inactive). (5) The drug is s1nc(nc1NC(=O)c1sccc1)c1nnn(c1C)c1ccc(F)cc1. The result is 0 (inactive). (6) The compound is O1C23C4N(C(=O)C2C(C1C=C3)C(O)=O)c1c(C2OCCC42)cccc1. The result is 1 (active). (7) The drug is O=C(N\N=C\c1occc1)CCc1n[nH]c(=O)[nH]c1=O. The result is 1 (active).